Dataset: Full USPTO retrosynthesis dataset with 1.9M reactions from patents (1976-2016). Task: Predict the reactants needed to synthesize the given product. Given the product [ClH:21].[CH2:2]([NH:9][C:10](=[NH:20])/[CH:11]=[CH:24]/[C:23]1[CH:26]=[CH:27][CH:28]=[CH:29][C:22]=1[Cl:21])[C:3]1[CH:4]=[CH:5][CH:6]=[CH:7][CH:8]=1, predict the reactants needed to synthesize it. The reactants are: Br.[CH2:2]([NH:9][C:10](=[NH:20])[CH2:11]P(OCC)(OCC)=O)[C:3]1[CH:8]=[CH:7][CH:6]=[CH:5][CH:4]=1.[Cl:21][C:22]1[CH:29]=[CH:28][CH:27]=[CH:26][C:23]=1[CH:24]=O.C(=O)([O-])[O-].[K+].[K+].O.